Dataset: Catalyst prediction with 721,799 reactions and 888 catalyst types from USPTO. Task: Predict which catalyst facilitates the given reaction. (1) The catalyst class is: 10. Reactant: [Cl:1][C:2]1[CH:7]=[CH:6][C:5]([S:8][C:9]2[C:17]3[C:12](=[CH:13][CH:14]=[CH:15][C:16]=3[N+:18]([O-:20])=[O:19])[NH:11][C:10]=2[CH3:21])=[CH:4][CH:3]=1.C(=O)([O-])[O-].[K+].[K+].O.Br[CH2:30][C:31]([O:33][CH2:34][CH3:35])=[O:32]. Product: [Cl:1][C:2]1[CH:3]=[CH:4][C:5]([S:8][C:9]2[C:17]3[C:12](=[CH:13][CH:14]=[CH:15][C:16]=3[N+:18]([O-:20])=[O:19])[N:11]([CH2:30][C:31]([O:33][CH2:34][CH3:35])=[O:32])[C:10]=2[CH3:21])=[CH:6][CH:7]=1. (2) Reactant: Cl.[NH2:2][C:3]1[CH:26]=[CH:25][C:6]([C:7]([NH:9][C:10]2[CH:15]=[CH:14][C:13]([NH:16][C:17]3[CH:22]=[C:21]([CH3:23])[N:20]=[C:19]([NH2:24])[N:18]=3)=[CH:12][CH:11]=2)=[O:8])=[CH:5][CH:4]=1.CCO.Cl.[Cl:31][C:32]1[C:41]2[C:36](=[CH:37][CH:38]=[C:39]([N:42]([CH3:44])[CH3:43])[CH:40]=2)[N:35]=[CH:34][CH:33]=1. Product: [ClH:31].[NH2:24][C:19]1[N:18]=[C:17]([NH:16][C:13]2[CH:12]=[CH:11][C:10]([NH:9][C:7](=[O:8])[C:6]3[CH:25]=[CH:26][C:3]([NH:2][C:32]4[C:41]5[C:36](=[CH:37][CH:38]=[C:39]([N:42]([CH3:44])[CH3:43])[CH:40]=5)[N:35]=[CH:34][CH:33]=4)=[CH:4][CH:5]=3)=[CH:15][CH:14]=2)[CH:22]=[C:21]([CH3:23])[N:20]=1. The catalyst class is: 6. (3) The catalyst class is: 12. Product: [CH:16]([NH:15][C:7]1[C:8]2[N:9]([C:11](=[O:14])[NH:12][N:13]=2)[CH:10]=[C:5]([C:3]([OH:4])=[O:2])[N:6]=1)([CH3:18])[CH3:17]. Reactant: C[O:2][C:3]([C:5]1[N:6]=[C:7]([NH:15][CH:16]([CH3:18])[CH3:17])[C:8]2[N:9]([C:11](=[O:14])[NH:12][N:13]=2)[CH:10]=1)=[O:4].[OH-].[K+].Cl. (4) Reactant: Cl[C:2]1[N:7]2[N:8]=[C:9]([CH:11]3C[CH2:12]3)[CH:10]=[C:6]2[N:5]=[C:4]([NH:14][C:15](=[O:26])[C:16]2[CH:21]=[CH:20][C:19]([C:22]([OH:25])([CH3:24])[CH3:23])=[CH:18][CH:17]=2)[CH:3]=1.[C:27]([N:30]1[CH2:36][CH2:35][CH2:34][NH:33][CH2:32][CH2:31]1)(=[O:29])[CH3:28]. Product: [C:27]([N:30]1[CH2:36][CH2:35][CH2:34][N:33]([C:2]2[N:7]3[N:8]=[C:9]([CH2:11][CH3:12])[CH:10]=[C:6]3[N:5]=[C:4]([NH:14][C:15](=[O:26])[C:16]3[CH:21]=[CH:20][C:19]([C:22]([OH:25])([CH3:23])[CH3:24])=[CH:18][CH:17]=3)[CH:3]=2)[CH2:32][CH2:31]1)(=[O:29])[CH3:28]. The catalyst class is: 37. (5) Reactant: FC(F)(F)C(O)=O.C(OC([N:15]([CH2:50][CH3:51])[C:16]1[CH:17]=[C:18]([C:22]2[CH:34]=[CH:33][C:25]([C:26]([O:28]C(C)(C)C)=[O:27])=[C:24]([NH:35][C:36]([C:38]3[CH:39]=[N:40][CH:41]=[C:42]([C:44]4[CH:49]=[CH:48][CH:47]=[CH:46][CH:45]=4)[CH:43]=3)=[O:37])[CH:23]=2)[CH:19]=[CH:20][CH:21]=1)=O)(C)(C)C. Product: [CH2:50]([NH:15][C:16]1[CH:17]=[C:18]([C:22]2[CH:34]=[CH:33][C:25]([C:26]([OH:28])=[O:27])=[C:24]([NH:35][C:36]([C:38]3[CH:39]=[N:40][CH:41]=[C:42]([C:44]4[CH:49]=[CH:48][CH:47]=[CH:46][CH:45]=4)[CH:43]=3)=[O:37])[CH:23]=2)[CH:19]=[CH:20][CH:21]=1)[CH3:51]. The catalyst class is: 2. (6) The catalyst class is: 8. Reactant: [CH:1]1[CH:20]=[CH:19][C:17](=[O:18])/[C:3](=[CH:4]/[NH:5][CH2:6][CH2:7][NH:8]/[CH:9]=[C:10]2/[CH:11]=[CH:12][CH:13]=[CH:14][C:15]/2=[O:16])/[CH:2]=1.CC([O-])=O.CC([O-])=O.[Cu+2:29]. Product: [CH:12]1[CH:11]=[C:10]([CH:9]=[N:8][CH2:7][CH2:6][N:5]=[CH:4][C:3]2[C:17]([O-:18])=[CH:19][CH:20]=[CH:1][CH:2]=2)[C:15]([O-:16])=[CH:14][CH:13]=1.[Cu+2:29]. (7) Reactant: [CH3:1][C:2]1[CH:3]=[CH:4][CH:5]=[C:6]([C:18]([OH:20])=O)[C:7]=1[C:8]1[CH:13]=[CH:12][C:11]([C:14]([F:17])([F:16])[F:15])=[CH:10][CH:9]=1.C(Cl)(=O)C(Cl)=O.CN(C=O)C.[NH2:32][C:33]1[CH:38]=[CH:37][C:36]([CH2:39][C:40]([O:42][CH2:43][C@@:44]2([C:55]([O:57][CH2:58][CH3:59])=[O:56])[C:52]3[C:47](=[CH:48][CH:49]=[CH:50][CH:51]=3)[C:46](=[O:53])[N:45]2[CH3:54])=[O:41])=[CH:35][C:34]=1[C:60](=[O:64])[N:61]([CH3:63])[CH3:62].CCN(C(C)C)C(C)C. Product: [CH3:63][N:61]([CH3:62])[C:60]([C:34]1[CH:35]=[C:36]([CH2:39][C:40]([O:42][CH2:43][C@@:44]2([C:55]([O:57][CH2:58][CH3:59])=[O:56])[C:52]3[C:47](=[CH:48][CH:49]=[CH:50][CH:51]=3)[C:46](=[O:53])[N:45]2[CH3:54])=[O:41])[CH:37]=[CH:38][C:33]=1[NH:32][C:18]([C:6]1[CH:5]=[CH:4][CH:3]=[C:2]([CH3:1])[C:7]=1[C:8]1[CH:13]=[CH:12][C:11]([C:14]([F:16])([F:17])[F:15])=[CH:10][CH:9]=1)=[O:20])=[O:64]. The catalyst class is: 2. (8) Reactant: [CH3:1][O:2][C:3]1[N:8]=[CH:7][C:6]([CH:9]=[O:10])=[CH:5][CH:4]=1.[F:11][C:12]([Si](C)(C)C)([F:14])[F:13].[F-].C([N+](CCCC)(CCCC)CCCC)CCC. Product: [CH3:1][O:2][C:3]1[CH:4]=[CH:5][C:6]([CH:9]([OH:10])[C:12]([F:14])([F:13])[F:11])=[CH:7][N:8]=1. The catalyst class is: 7. (9) Reactant: Cl.[NH2:2][CH:3]([C:7]1[CH:12]=[CH:11][CH:10]=[CH:9][CH:8]=1)[C:4]([CH3:6])=O.[Cl:13][C:14]1[CH:19]=[CH:18][CH:17]=[C:16]([Cl:20])[C:15]=1[NH:21][C:22]#[N:23].C(N(CC)CC)C. Product: [ClH:13].[Cl:13][C:14]1[CH:19]=[CH:18][CH:17]=[C:16]([Cl:20])[C:15]=1[NH:21][C:22]1[NH:2][C:3]([C:7]2[CH:12]=[CH:11][CH:10]=[CH:9][CH:8]=2)=[C:4]([CH3:6])[N:23]=1. The catalyst class is: 8.